From a dataset of Forward reaction prediction with 1.9M reactions from USPTO patents (1976-2016). Predict the product of the given reaction. (1) Given the reactants C([O:8][C:9]1[N:14]=[C:13]([NH:15][C:16]2[CH:21]=[CH:20][C:19]([C:22]3[N:30]=[C:29]4[C:25]([N:26]=[C:27]([CH:33]5[CH2:35][CH2:34]5)[N:28]4[CH2:31][CH3:32])=[C:24]([N:36]4[CH2:41][CH2:40][O:39][CH2:38][C@@H:37]4[CH3:42])[N:23]=3)=[CH:18][CH:17]=2)[CH:12]=[CH:11][CH:10]=1)C1C=CC=CC=1, predict the reaction product. The product is: [CH:33]1([C:27]2[N:28]([CH2:31][CH3:32])[C:29]3[C:25]([N:26]=2)=[C:24]([N:36]2[CH2:41][CH2:40][O:39][CH2:38][C@@H:37]2[CH3:42])[N:23]=[C:22]([C:19]2[CH:18]=[CH:17][C:16]([NH:15][C:13]4[NH:14][C:9](=[O:8])[CH:10]=[CH:11][CH:12]=4)=[CH:21][CH:20]=2)[N:30]=3)[CH2:34][CH2:35]1. (2) Given the reactants C([O:4][CH2:5][C:6]#[C:7][CH2:8][N:9]1[C:13]([C:15]2[CH:20]=[CH:19][C:18]([OH:21])=[CH:17][CH:16]=2)([CH3:14])[C:12](=[O:22])[N:11]([C:23]2[CH:28]=[CH:27][C:26]([Cl:29])=[C:25]([Cl:30])[CH:24]=2)[C:10]1=[O:31])(=O)C, predict the reaction product. The product is: [Cl:30][C:25]1[CH:24]=[C:23]([N:11]2[C:12](=[O:22])[C:13]([C:15]3[CH:20]=[CH:19][C:18]([OH:21])=[CH:17][CH:16]=3)([CH3:14])[N:9]([CH2:8][C:7]#[C:6][CH2:5][OH:4])[C:10]2=[O:31])[CH:28]=[CH:27][C:26]=1[Cl:29]. (3) The product is: [Cl:34][C:28]1[CH:29]=[CH:30][CH:31]=[C:32]([Cl:33])[C:27]=1[C:25]([NH:24][C@H:23]([C:35]([O:37][CH3:38])=[O:36])[CH2:22][C:21]1[CH:20]=[CH:19][C:18]([O:17][CH2:16][CH2:15][C:13]2[CH:12]=[CH:11][CH:10]=[C:9]([NH:8][CH2:41][CH2:42][O:43][CH3:44])[N:14]=2)=[CH:40][CH:39]=1)=[O:26]. Given the reactants C(OC([N:8]([CH2:41][CH2:42][O:43][CH3:44])[C:9]1[N:14]=[C:13]([CH2:15][CH2:16][O:17][C:18]2[CH:40]=[CH:39][C:21]([CH2:22][C@@H:23]([C:35]([O:37][CH3:38])=[O:36])[NH:24][C:25]([C:27]3[C:32]([Cl:33])=[CH:31][CH:30]=[CH:29][C:28]=3[Cl:34])=[O:26])=[CH:20][CH:19]=2)[CH:12]=[CH:11][CH:10]=1)=O)(C)(C)C.C(O)(C(F)(F)F)=O.N, predict the reaction product. (4) Given the reactants [P:1]([O-:43])([O-:42])([O:3][C:4](C(C)(C)C)(C(C)(C)C)[N:5]1[CH:10]=[CH:9][C:8]([NH:11][C:12](=[O:32])[C:13]2[CH:18]=[C:17]([C:19]([F:22])([F:21])[F:20])[CH:16]=[CH:15][C:14]=2[O:23][C:24]2[CH:29]=[CH:28][C:27]([F:30])=[CH:26][C:25]=2[CH3:31])=[CH:7][C:6]1=[O:33])=[O:2], predict the reaction product. The product is: [P:1]([OH:43])([OH:42])([O:3][CH2:4][N:5]1[CH:10]=[CH:9][C:8]([NH:11][C:12](=[O:32])[C:13]2[CH:18]=[C:17]([C:19]([F:20])([F:22])[F:21])[CH:16]=[CH:15][C:14]=2[O:23][C:24]2[CH:29]=[CH:28][C:27]([F:30])=[CH:26][C:25]=2[CH3:31])=[CH:7][C:6]1=[O:33])=[O:2]. (5) Given the reactants Br[C:2]1[N:6]2[CH:7]=[C:8]([CH2:11][C:12]3[N:16]4[N:17]=[C:18]([C:21]5[CH:22]=[N:23][N:24]([CH3:26])[CH:25]=5)[CH:19]=[CH:20][C:15]4=[N:14][CH:13]=3)[CH:9]=[CH:10][C:5]2=[N:4][CH:3]=1.[C:27]([C:29]1[CH:30]=[C:31](B(O)O)[CH:32]=[CH:33][CH:34]=1)#[N:28].C([O-])([O-])=O.[Na+].[Na+].CCOC(C)=O, predict the reaction product. The product is: [CH3:26][N:24]1[CH:25]=[C:21]([C:18]2[CH:19]=[CH:20][C:15]3[N:16]([C:12]([CH2:11][C:8]4[CH:9]=[CH:10][C:5]5[N:6]([C:2]([C:33]6[CH:34]=[C:29]([CH:30]=[CH:31][CH:32]=6)[C:27]#[N:28])=[CH:3][N:4]=5)[CH:7]=4)=[CH:13][N:14]=3)[N:17]=2)[CH:22]=[N:23]1. (6) Given the reactants [NH2:1][C:2]1[S:3][C:4]2[CH:10]=[CH:9][C:8]([N+:11]([O-:13])=[O:12])=[CH:7][C:5]=2[N:6]=1.[C:14](Cl)(=[O:21])[C:15]1[CH:20]=[CH:19][CH:18]=[CH:17][CH:16]=1.N1C=CC=CC=1, predict the reaction product. The product is: [N+:11]([C:8]1[CH:9]=[CH:10][C:4]2[S:3][C:2]([NH:1][C:14](=[O:21])[C:15]3[CH:20]=[CH:19][CH:18]=[CH:17][CH:16]=3)=[N:6][C:5]=2[CH:7]=1)([O-:13])=[O:12]. (7) Given the reactants [Br:1][C:2]1[CH:3]=[CH:4][C:5]([C:8]2[N:12]=[CH:11][NH:10][N:9]=2)=[N:6][CH:7]=1.[O:13]1[CH:18]=[CH:17][CH2:16][CH2:15][CH2:14]1.CC1C=CC(S(O)(=O)=O)=CC=1, predict the reaction product. The product is: [Br:1][C:2]1[CH:3]=[CH:4][C:5]([C:8]2[N:12]=[CH:11][N:10]([CH:14]3[CH2:15][CH2:16][CH2:17][CH2:18][O:13]3)[N:9]=2)=[N:6][CH:7]=1. (8) Given the reactants [CH3:1][O:2][C:3]1[CH:8]=[CH:7][C:6]([C@:9]23[N:33]([C:34]([C:36]4[C:37]([CH3:41])=[N:38][O:39][CH:40]=4)=[O:35])[CH2:32][CH2:31][N:10]2[C:11](=[O:30])[C:12]2[N:13]([C:15]4[N:20]=[C:19]([CH3:21])[N:18](COCC[Si](C)(C)C)[C:16]=4[CH:17]=2)[CH2:14]3)=[CH:5][CH:4]=1.COC1C=CC([C@]23N(C(C4C(C)=NOC=4)=O)CCN2C(=O)C2N(C4N(COCC[Si](C)(C)C)C=NC=4C=2)C3)=CC=1.FC(F)(F)C(O)=O, predict the reaction product. The product is: [CH3:1][O:2][C:3]1[CH:4]=[CH:5][C:6]([C:9]23[N:33]([C:34]([C:36]4[C:37]([CH3:41])=[N:38][O:39][CH:40]=4)=[O:35])[CH2:32][CH2:31][N:10]2[C:11](=[O:30])[C:12]2[N:13]([C:15]4[NH:20][C:19]([CH3:21])=[N:18][C:16]=4[CH:17]=2)[CH2:14]3)=[CH:7][CH:8]=1. (9) Given the reactants [N:1]1[CH:6]=[CH:5][CH:4]=[N:3][C:2]=1[C:7](=[S:9])[NH2:8].[CH2:10]([O:12][C:13](=[O:22])[CH:14](Cl)[C:15](=O)[C:16]([F:19])([F:18])[F:17])[CH3:11], predict the reaction product. The product is: [CH2:10]([O:12][C:13]([C:14]1[S:9][C:7]([C:2]2[N:3]=[CH:4][CH:5]=[CH:6][N:1]=2)=[N:8][C:15]=1[C:16]([F:17])([F:18])[F:19])=[O:22])[CH3:11].